From a dataset of Choline transporter screen with 302,306 compounds. Binary Classification. Given a drug SMILES string, predict its activity (active/inactive) in a high-throughput screening assay against a specified biological target. (1) The drug is S1C(Cc2c(C1)c(nc(N1CCN(CC1)C(=O)c1ccccc1)c2C#N)c1occc1)(C)C. The result is 0 (inactive). (2) The drug is O(c1c(Nc2ncnc3nc[nH]c23)cccc1)C. The result is 0 (inactive). (3) The molecule is Clc1ccc(CCNC(=O)NC(CC(C)C)C(O)=O)cc1. The result is 0 (inactive). (4) The molecule is O=C(Nc1ccc(C(C)(C)C)cc1)C1CCCN(C1)c1nccnc1. The result is 0 (inactive).